Task: Predict the reactants needed to synthesize the given product.. Dataset: Full USPTO retrosynthesis dataset with 1.9M reactions from patents (1976-2016) Given the product [CH3:16][N:9]([C:10]1[CH:15]=[CH:14][CH:13]=[CH:12][CH:11]=1)[C:7]([C:5]1[S:6][C:2]([C:17]2[CH:22]=[CH:21][CH:20]=[CH:19][CH:18]=2)=[CH:3][CH:4]=1)=[O:8], predict the reactants needed to synthesize it. The reactants are: Br[C:2]1[S:6][C:5]([C:7]([N:9]([CH3:16])[C:10]2[CH:15]=[CH:14][CH:13]=[CH:12][CH:11]=2)=[O:8])=[CH:4][CH:3]=1.[C:17]1(B(O)O)[CH:22]=[CH:21][CH:20]=[CH:19][CH:18]=1.